The task is: Regression. Given two drug SMILES strings and cell line genomic features, predict the synergy score measuring deviation from expected non-interaction effect.. This data is from NCI-60 drug combinations with 297,098 pairs across 59 cell lines. (1) Drug 1: CC(C1=C(C=CC(=C1Cl)F)Cl)OC2=C(N=CC(=C2)C3=CN(N=C3)C4CCNCC4)N. Drug 2: C1=CN(C=N1)CC(O)(P(=O)(O)O)P(=O)(O)O. Cell line: SK-MEL-5. Synergy scores: CSS=1.75, Synergy_ZIP=2.85, Synergy_Bliss=7.10, Synergy_Loewe=0.736, Synergy_HSA=1.73. (2) Drug 1: CC1=C(C=C(C=C1)C(=O)NC2=CC(=CC(=C2)C(F)(F)F)N3C=C(N=C3)C)NC4=NC=CC(=N4)C5=CN=CC=C5. Drug 2: CC1=C(C(=O)C2=C(C1=O)N3CC4C(C3(C2COC(=O)N)OC)N4)N. Cell line: CCRF-CEM. Synergy scores: CSS=40.0, Synergy_ZIP=-3.45, Synergy_Bliss=-6.18, Synergy_Loewe=-31.4, Synergy_HSA=-3.81.